From a dataset of Forward reaction prediction with 1.9M reactions from USPTO patents (1976-2016). Predict the product of the given reaction. (1) Given the reactants C([N:8]1[CH2:17][CH2:16][C:15]2[C:10](=[CH:11][CH:12]=[CH:13][CH:14]=2)[C:9]1([CH3:25])[C:18]1[CH:23]=[CH:22][CH:21]=[CH:20][C:19]=1[CH3:24])C1C=CC=CC=1, predict the reaction product. The product is: [CH3:25][C:9]1([C:18]2[CH:23]=[CH:22][CH:21]=[CH:20][C:19]=2[CH3:24])[C:10]2[C:15](=[CH:14][CH:13]=[CH:12][CH:11]=2)[CH2:16][CH2:17][NH:8]1. (2) Given the reactants CO[CH:3]([O:13]C)[C:4]1[CH:11]=[CH:10][C:7]([CH:8]=O)=[CH:6][C:5]=1[F:12].[S:15]1[CH2:19][C:18](=[O:20])[NH:17][C:16]1=[O:21].N1CCCCC1.Cl, predict the reaction product. The product is: [F:12][C:5]1[CH:6]=[C:7]([CH:10]=[CH:11][C:4]=1[CH:3]=[O:13])[CH:8]=[C:19]1[S:15][C:16](=[O:21])[NH:17][C:18]1=[O:20]. (3) Given the reactants [NH2:1][C:2]1[CH:7]=[CH:6][C:5]([NH:8][C:9]([N:11]2[CH2:16][CH2:15][N:14]([C:17]3[C:26]4[C:21](=[CH:22][C:23]([O:29][CH3:30])=[C:24]([O:27][CH3:28])[CH:25]=4)[N:20]=[CH:19][N:18]=3)[CH2:13][CH2:12]2)=[O:10])=[CH:4][CH:3]=1.[CH2:31]([N:33]=[C:34]=[S:35])[CH3:32].O.[Cl-].[Na+], predict the reaction product. The product is: [CH3:28][O:27][C:24]1[CH:25]=[C:26]2[C:21](=[CH:22][C:23]=1[O:29][CH3:30])[N:20]=[CH:19][N:18]=[C:17]2[N:14]1[CH2:13][CH2:12][N:11]([C:9]([NH:8][C:5]2[CH:6]=[CH:7][C:2]([NH:1][C:34]([NH:33][CH2:31][CH3:32])=[S:35])=[CH:3][CH:4]=2)=[O:10])[CH2:16][CH2:15]1. (4) The product is: [F:1][C:2]1[CH:7]=[CH:6][C:5]([C:8]2[N:9]=[C:10]([C:13]3[C:14]([NH:25][C@@H:26]4[CH2:31][CH2:30][CH2:29][N:28]([C:32]([O:34][C:35]([CH3:37])([CH3:38])[CH3:36])=[O:33])[CH2:27]4)=[N:15][C:16]([N:48]4[CH2:49][CH2:50][N:45]([C:41]5[CH:40]=[N:39][CH:44]=[CH:43][CH:42]=5)[CH2:46][CH2:47]4)=[N:17][C:18]=3[O:19][CH3:20])[S:11][CH:12]=2)=[CH:4][CH:3]=1. Given the reactants [F:1][C:2]1[CH:7]=[CH:6][C:5]([C:8]2[N:9]=[C:10]([C:13]3[C:14]([NH:25][C@@H:26]4[CH2:31][CH2:30][CH2:29][N:28]([C:32]([O:34][C:35]([CH3:38])([CH3:37])[CH3:36])=[O:33])[CH2:27]4)=[N:15][C:16](S(C)(=O)=O)=[N:17][C:18]=3[O:19][CH3:20])[S:11][CH:12]=2)=[CH:4][CH:3]=1.[N:39]1[CH:44]=[CH:43][CH:42]=[C:41]([N:45]2[CH2:50][CH2:49][NH:48][CH2:47][CH2:46]2)[CH:40]=1.C(N(C(C)C)C(C)C)C, predict the reaction product.